This data is from Forward reaction prediction with 1.9M reactions from USPTO patents (1976-2016). The task is: Predict the product of the given reaction. (1) Given the reactants C(OC([N:8]1[CH2:13][CH2:12][C:11](=[CH:14][C:15]2[N:16]=[N:17][N:18]([C:20]3[CH:25]=[CH:24][CH:23]=[CH:22][CH:21]=3)[CH:19]=2)[CH2:10][CH2:9]1)=O)(C)(C)C.FC(F)(F)C(O)=O, predict the reaction product. The product is: [C:20]1([N:18]2[CH:19]=[C:15]([CH:14]=[C:11]3[CH2:12][CH2:13][NH:8][CH2:9][CH2:10]3)[N:16]=[N:17]2)[CH:21]=[CH:22][CH:23]=[CH:24][CH:25]=1. (2) Given the reactants [C:1]([NH:8][C@H:9]([C:17]([OH:19])=O)[C@H:10]([CH3:16])[O:11][C:12]([CH3:15])([CH3:14])[CH3:13])([O:3][C:4]([CH3:7])([CH3:6])[CH3:5])=[O:2].CN1CCOCC1.ClC(OCC(C)C)=O.[N+:35](=[CH2:37])=[N-:36].C(OCC)C, predict the reaction product. The product is: [C:1]([NH:8][C@H:9]([C:17]([CH:37]=[N+:35]=[N-:36])=[O:19])[C@H:10]([CH3:16])[O:11][C:12]([CH3:13])([CH3:14])[CH3:15])([O:3][C:4]([CH3:5])([CH3:6])[CH3:7])=[O:2].